This data is from Experimentally validated miRNA-target interactions with 360,000+ pairs, plus equal number of negative samples. The task is: Binary Classification. Given a miRNA mature sequence and a target amino acid sequence, predict their likelihood of interaction. (1) The miRNA is mmu-miR-362-3p with sequence AACACACCUGUUCAAGGAUUCA. The protein sequence of the target gene is MAGDSRNAMNQDMEIGVTSQDHKKIPKQARDYIPIATDRTRLLTEGKKPRQRYMEKTGKCNVHHGNVQETYRYLSDLFTTLVDLKWRFNLLVFTMVYTITWLFFGFIWWLIAYVRGDLDHVGDQEWIPCVENLSGFVSAFLFSIETETTIGYGFRVITEKCPEGIILLLVQAILGSIVNAFMVGCMFVKISQPKKRAETLMFSNNAVISMRDEKLCLMFRVGDLRNSHIVEASIRAKLIKSRQTKEGEFIPLNQTDINVGFDTGDDRLFLVSPLIISHEINEKSPFWEMSRAQLEQEEFE.... Result: 1 (interaction). (2) The miRNA is hsa-miR-34c-3p with sequence AAUCACUAACCACACGGCCAGG. The protein sequence of the target gene is MSGSSARSSHLSQPVVKSVLVYRNGDPFYAGRRVVIHEKKVSSFEVFLKEVTGGVQAPFGAVRNIYTPRTGHRIRKLDQIQSGGNYVAGGQEAFKKLNYLDIGEIKKRPMEVVNTEVKPVIHSRINVSARFRKPLQEPCTIFLIANGDLINPASRLLIPRKTLNQWDHVLQMVTEKITLRSGAVHRLYTLEGKLVESGAELENGQFYVAVGRDKFKKLPYSELLFDKSTMRRPFGQKASSLPPIVGSRKSKGSGNDRHSKSTVGSSDNSSPQPLKRKGKKEDVNSEKLTKLKQNVKLKNS.... Result: 1 (interaction). (3) The miRNA is mmu-miR-703 with sequence AAAACCUUCAGAAGGAAAGAA. The protein sequence of the target gene is MMASYPEPEDTAGTLLAPESGRAVKEAEASPPSPGKGGGTTPEKPDPAQKPPYSYVALIAMAIRESAEKRLTLSGIYQYIIAKFPFYEKNKKGWQNSIRHNLSLNECFIKVPREGGGERKGNYWTLDPACEDMFEKGNYRRRRRMKRPFRPPPAHFQPGKGLFGSGGAAGGCGVPGAGADGYGYLAPPKYLQSGFLNNSWPLPQPPSPMPYASCQMAAAAAAAAAAAAAAGPGSPGAAAVVKGLAGPAASYGPYSRVQSMALPPGVVNSYNGLGGPPAAPPPPPPPPHPHPHPHAHHLHA.... Result: 0 (no interaction). (4) The miRNA is cel-miR-1020-3p with sequence AUUAUUCUGUGACACUUUCAG. The protein sequence of the target gene is MPQTVILPGPAPWGFRLSGGIDFNQPLVITRITPGSKAAAANLCPGDVILAIDGFGTESMTHADAQDRIKAAAHQLCLKIDRGETHLWSPQVSEDGKAHPFKINLESEPQDGNYFEHKHNIRPKPFVIPGRSSGCSTPSGIDCGSGRSTPSSVSTVSTICPGDLKVAAKLAPNIPLEMELPGVKIVHAQFNTPMQLYSDDNIMETLQGQVSTALGETPLMSEPTASVPPESDVYRMLHDNRNEPTQPRQSGSFRVLQGMVDDGSDDRPAGTRSVRAPVTKVHGGSGGAQRMPLCDKCGSG.... Result: 0 (no interaction).